From a dataset of Full USPTO retrosynthesis dataset with 1.9M reactions from patents (1976-2016). Predict the reactants needed to synthesize the given product. (1) Given the product [ClH:1].[Cl:1][C:2]1[CH:3]=[N:4][N:5]([C:7]2[CH:28]=[CH:27][C:10]([O:11][CH2:12][C@@H:13]3[C@@H:18]([NH2:19])[CH2:17][CH2:16][O:15][CH2:14]3)=[C:9]([F:29])[CH:8]=2)[CH:6]=1, predict the reactants needed to synthesize it. The reactants are: [Cl:1][C:2]1[CH:3]=[N:4][N:5]([C:7]2[CH:28]=[CH:27][C:10]([O:11][CH2:12][C@@H:13]3[C@@H:18]([NH:19]C(=O)OC(C)(C)C)[CH2:17][CH2:16][O:15][CH2:14]3)=[C:9]([F:29])[CH:8]=2)[CH:6]=1.Cl.CCOC(C)=O. (2) Given the product [I:1][C:2]1[CH:22]=[CH:21][C:5]2[O:6][CH2:7][C:8]3([C:11]4[N:12]([N:13]=[C:14]([C:16]([NH2:24])=[O:17])[CH:15]=4)[C:4]=2[CH:3]=1)[CH2:10][CH2:9]3, predict the reactants needed to synthesize it. The reactants are: [I:1][C:2]1[CH:22]=[CH:21][C:5]2[O:6][CH2:7][C:8]3([C:11]4[N:12]([N:13]=[C:14]([C:16](OCC)=[O:17])[CH:15]=4)[C:4]=2[CH:3]=1)[CH2:10][CH2:9]3.[OH-].[NH4+:24]. (3) Given the product [NH2:17][C:14]1[CH:15]=[C:16]2[C:11](=[CH:12][CH:13]=1)[NH:10][C:9](=[O:20])[CH:8]2[CH:5]1[CH2:6][CH2:7][N:2]([CH3:1])[CH2:3][CH2:4]1, predict the reactants needed to synthesize it. The reactants are: [CH3:1][N:2]1[CH2:7][CH2:6][CH:5]([CH:8]2[C:16]3[C:11](=[CH:12][CH:13]=[C:14]([N+:17]([O-])=O)[CH:15]=3)[NH:10][C:9]2=[O:20])[CH2:4][CH2:3]1. (4) Given the product [Cl:1][C:2]1[CH:3]=[CH:4][C:5]([O:15][CH2:16][C:17]2[CH:22]=[CH:21][C:20]([F:23])=[CH:19][C:18]=2[F:24])=[C:6]([C:8]2[N:32]([C:33]3[CH:34]=[C:35]([CH:39]=[C:40]([Cl:42])[CH:41]=3)[C:36]([OH:38])=[O:37])[C:11]([CH3:12])=[CH:10][CH:9]=2)[CH:7]=1, predict the reactants needed to synthesize it. The reactants are: [Cl:1][C:2]1[CH:3]=[CH:4][C:5]([O:15][CH2:16][C:17]2[CH:22]=[CH:21][C:20]([F:23])=[CH:19][C:18]=2[F:24])=[C:6]([C:8](=O)[CH2:9][CH2:10][C:11](=O)[CH3:12])[CH:7]=1.CN1C(=O)CCC1.[NH2:32][C:33]1[CH:34]=[C:35]([CH:39]=[C:40]([Cl:42])[CH:41]=1)[C:36]([OH:38])=[O:37].CC1C=CC(S(O)(=O)=O)=CC=1. (5) Given the product [Cl:1][C:2]1[CH:7]=[C:6]([Cl:8])[CH:5]=[CH:4][C:3]=1[C@@H:9]1[CH2:12][CH2:11][C@@H:10]1[NH:13][CH:14]=[O:15], predict the reactants needed to synthesize it. The reactants are: [Cl:1][C:2]1[CH:7]=[C:6]([Cl:8])[CH:5]=[CH:4][C:3]=1[C:9]1[CH2:12][CH2:11][C:10]=1[NH:13][CH:14]=[O:15].[H][H].